Dataset: Retrosynthesis with 50K atom-mapped reactions and 10 reaction types from USPTO. Task: Predict the reactants needed to synthesize the given product. (1) Given the product COc1ccc(Cn2cnc3c(CO)cc(C(F)(F)F)nc32)cc1, predict the reactants needed to synthesize it. The reactants are: CCOC(=O)c1cc(C(F)(F)F)nc2c1ncn2Cc1ccc(OC)cc1. (2) Given the product CC(C)(C)OC(=O)NC1(C(=O)c2cc3ccccc3o2)CC1, predict the reactants needed to synthesize it. The reactants are: Brc1cc2ccccc2o1.CON(C)C(=O)C1(NC(=O)OC(C)(C)C)CC1. (3) Given the product COC(=O)C[C@@H]1COc2cc(O[C@@H]3CCc4c(-c5c(C)cc(-c6cnn(CC(C)(C)O)c6)cc5C)ccc(F)c43)ccc21, predict the reactants needed to synthesize it. The reactants are: COC(=O)C[C@@H]1COc2cc(O[C@@H]3CCc4c(Br)ccc(F)c43)ccc21.Cc1cc(-c2cnn(CC(C)(C)O)c2)cc(C)c1Br. (4) The reactants are: O=C(NC1Cc2nc(-c3ccccc3)ccc2N(Cc2ccccc2)C1=O)OCc1ccccc1. Given the product NC1Cc2nc(-c3ccccc3)ccc2N(Cc2ccccc2)C1=O, predict the reactants needed to synthesize it. (5) Given the product COC(=O)NCCC(O)C=C(C)C, predict the reactants needed to synthesize it. The reactants are: CC(C)=CC(O)CCN.COC(=O)Cl.